Task: Predict the product of the given reaction.. Dataset: Forward reaction prediction with 1.9M reactions from USPTO patents (1976-2016) (1) The product is: [CH:27]([N:30]1[CH2:5][CH2:4][N:3]([CH2:2][O:36][C:49]([C:19]2[CH:18]=[CH:17][C:16]([N+:13]([O-:15])=[O:14])=[CH:26][CH:25]=2)=[O:50])[CH2:12][CH2:35]1)([CH3:29])[CH3:28]. Given the reactants Cl.[CH3:2][N:3]([CH3:12])[CH2:4][CH2:5]CN=C=NCC.[N+:13]([C:16]1[CH:26]=[CH:25][C:19](OCC(O)=O)=[CH:18][CH:17]=1)([O-:15])=[O:14].[CH:27]([N:30]1[CH2:35]CNCC1)([CH3:29])[CH3:28].[OH:36]N1C2C=CC=CC=2N=N1.CN([CH:49]=[O:50])C, predict the reaction product. (2) Given the reactants C(OC(=O)[NH:7][C:8]1[CH:13]=[CH:12][C:11]([C:14]2[CH:19]=[CH:18][CH:17]=[CH:16][N:15]=2)=[CH:10][C:9]=1[NH:20][C:21](=[O:33])[CH2:22][C:23]([C:25]1[CH:30]=[CH:29][CH:28]=[C:27]([C:31]#[N:32])[CH:26]=1)=O)(C)(C)C.C(O)(C(F)(F)F)=O, predict the reaction product. The product is: [O:33]=[C:21]1[CH2:22][C:23]([C:25]2[CH:26]=[C:27]([CH:28]=[CH:29][CH:30]=2)[C:31]#[N:32])=[N:7][C:8]2[CH:13]=[CH:12][C:11]([C:14]3[CH:19]=[CH:18][CH:17]=[CH:16][N:15]=3)=[CH:10][C:9]=2[NH:20]1. (3) Given the reactants [NH2:1][CH2:2][CH2:3][C:4]1[C:9]2[O:10][CH2:11][C:12](=[O:14])[NH:13][C:8]=2[C:7]([OH:15])=[CH:6][CH:5]=1.[CH:16]1([N:22]([CH2:27][CH:28]=O)[C:23](=[O:26])[CH:24]=[CH2:25])[CH2:21][CH2:20][CH2:19][CH2:18][CH2:17]1.C(=O)(O)[O-].[Na+].[C:35](O[BH-](OC(=O)C)OC(=O)C)(=O)[CH3:36].[Na+].[C:57](O[C:57]([O:59][C:60]([CH3:63])(C)C)=[O:58])([O:59][C:60](C)(C)[CH3:63])=[O:58], predict the reaction product. The product is: [CH2:60]([O:59][C:57](=[O:58])[N:1]([CH2:28][CH2:27][N:22]([CH:16]1[CH2:17][CH2:18][CH2:19][CH2:20][CH2:21]1)[C:23](=[O:26])[CH:24]=[CH2:25])[CH2:2][CH2:3][C:4]1[C:9]2[O:10][CH2:11][C:12](=[O:14])[NH:13][C:8]=2[C:7]([OH:15])=[CH:6][CH:5]=1)[CH2:63][CH2:35][CH3:36]. (4) Given the reactants [C:1]([O:5][C:6]([N:8]1[CH2:12][C@H:11]([C:13]2[CH:18]=[CH:17][CH:16]=[CH:15][CH:14]=2)[C@@H:10]([OH:19])[CH2:9]1)=[O:7])([CH3:4])([CH3:3])[CH3:2].[F:20][C:21]([F:42])([F:41])[C:22]1[CH:23]=[C:24]([C@@H:32](OC(=N)C(Cl)(Cl)Cl)[CH3:33])[CH:25]=[C:26]([C:28]([F:31])([F:30])[F:29])[CH:27]=1, predict the reaction product. The product is: [F:20][C:21]([F:41])([F:42])[C:22]1[CH:23]=[C:24]([C@H:32]([O:19][C@@H:10]2[C@@H:11]([C:13]3[CH:14]=[CH:15][CH:16]=[CH:17][CH:18]=3)[CH2:12][N:8]([C:6]([O:5][C:1]([CH3:4])([CH3:2])[CH3:3])=[O:7])[CH2:9]2)[CH3:33])[CH:25]=[C:26]([C:28]([F:29])([F:30])[F:31])[CH:27]=1. (5) The product is: [OH:24][CH2:19][C:16]1([C:6]2[C:7]([O:12][CH2:13][O:14][CH3:15])=[CH:8][CH:9]=[C:10]([CH3:11])[C:5]=2[OH:4])[CH2:17][CH2:18]1. Given the reactants COC[O:4][C:5]1[C:10]([CH3:11])=[CH:9][CH:8]=[C:7]([O:12][CH2:13][O:14][CH3:15])[C:6]=1[C:16]1([C:19]#N)[CH2:18][CH2:17]1.O.ClC[O:24]C.[H-].[Na+].[H-].[Al+3].[Li+].[H-].[H-].[H-].C1COCC1, predict the reaction product.